Dataset: Reaction yield outcomes from USPTO patents with 853,638 reactions. Task: Predict the reaction yield, written as a fraction of the theoretical maximum amount of product (1.0 means a 100% yield; for example, 0.34 means a 34% yield). The reactants are [C:1]1([C:7]([CH:9]([C:11]2[CH:16]=[CH:15][CH:14]=[CH:13][CH:12]=2)[OH:10])=[O:8])[CH:6]=[CH:5][CH:4]=[CH:3][CH:2]=1.[N:17]([CH2:20][C:21]1([CH2:27][C:28]([O:30][CH2:31][CH2:32][C:33]#[N:34])=[O:29])[CH2:26][CH2:25][CH2:24][CH2:23][CH2:22]1)=[C:18]=[O:19]. The catalyst is C1(C)C=CC=CC=1. The product is [C:7]([CH:9]([O:10][C:18]([NH:17][CH2:20][C:21]1([CH2:27][C:28]([O:30][CH2:31][CH2:32][C:33]#[N:34])=[O:29])[CH2:26][CH2:25][CH2:24][CH2:23][CH2:22]1)=[O:19])[C:11]1[CH:16]=[CH:15][CH:14]=[CH:13][CH:12]=1)(=[O:8])[C:1]1[CH:2]=[CH:3][CH:4]=[CH:5][CH:6]=1. The yield is 0.830.